Dataset: Experimentally validated miRNA-target interactions with 360,000+ pairs, plus equal number of negative samples. Task: Binary Classification. Given a miRNA mature sequence and a target amino acid sequence, predict their likelihood of interaction. (1) The miRNA is hsa-miR-1193 with sequence GGGAUGGUAGACCGGUGACGUGC. The protein sequence of the target gene is MEGQPRGSRGPLEKPLPAATHPTLSSLGAVFILLKSALGAGLLNFPWAFYKAGGMLPTFLVALVSLVFLISGLVILGYAASVSGQTTYQGVVRELCGPAMGKLCEICFLTNLLMISVAFLRVIGDQLEKLCDSLLPDAPQPWYAAQNFTLPLISMLVIFPLSALREIALQKYTSILGTLAACYLALVITVQYYLWPQGLIRQPGPLLSPSPWTSVFSVFPTICFGFQCHEAAVSIYCSMWNQSLSHWTLVSVLSLLACCLVYTLTGVYGFLTFGPEVSADILMSYPGNDTAIIVARVLFA.... Result: 0 (no interaction). (2) The miRNA is rno-miR-7a-5p with sequence UGGAAGACUAGUGAUUUUGUUGU. The protein sequence of the target gene is MAAGTSTLLSLSGPADHMAEGKGAPLRPSVEKRWKLMEPKQTQAGMFKKMSLVDSDTAAGKGSQDEAYTELSLPTAPNKPRLDRPRACKAYTEQRHNTFTELSCLQERPGDIQAQTRKLENPEGQLGPQQLPSSFLRASGDGTVCSAWPGAPRSEQKSAFSKPAKRPAEKPKRSPMLLAGGSAEGSWELSGLITTVDIPYWAHLSTFKFMGDFWKLHTLSQNILLCNAFQGAPTPWLEHTQVQAPTSSAPSSTASRALLPPTLSSLGLSTQNWCAKCNLAFRLTADLVFHMRSHHKREHV.... Result: 0 (no interaction). (3) The protein sequence of the target gene is MGNPENIEDAYVAVIRPKNTASLNSREYRAKSYEILLHEVPIEGQKKKRKKVLLETKLQSNSEIAQGILDYVVETTKPISPANQGIKGKRVVLMRKFPLDGEKTGREAALFIVPSVVKDNTKYAYTPGCPIFYCLQDIMRVCSESSTHFATLTARMLIALDKWLDERHAQSHFIPALFRPSPLERIKTNVINPAYAAELGQVDNSLHMGYSALEIKSKMLALEKADTCIYNPLFGSDLQYTNRVDKVVINPYFGLGAPDYSKIQIPKQEKWQRSMSSVVEDKERQWVDDFPLHRNACEGD.... Result: 0 (no interaction). The miRNA is mmu-miR-764-5p with sequence GGUGCUCACAUGUCCUCCU. (4) The miRNA is hsa-miR-30c-1-3p with sequence CUGGGAGAGGGUUGUUUACUCC. The protein sequence of the target gene is MLVVQMPFSFPMAHFILFVFTVSTIFHVQQRLAKIQAMWELPVQIPVLASTSKALGPSQLRGMWTINAIGRLGNQMGEYATLYALAKMNGRPAFIPAQMHSTLAPIFRITLPVLHSATASRIPWQNYHLNDWMEEEYRHIPGEYVRFTGYPCSWTFYHHLRQEILQEFTLHDHVREEAQKFLRGLQVNGSRPGTFVGVHVRRGDYVHVMPKVWKGVVADRRYLQQALDWFRARYSSLIFVVTSNGMAWCRENIDTSHGDVVFAGDGIEGSPAKDFALLTQCNHTIMTIGTFGIWAAYLTG.... Result: 1 (interaction). (5) The miRNA is hsa-miR-6890-3p with sequence CCACUGCCUAUGCCCCACAG. The protein sequence of the target gene is MDPFTEKLLERTRARRENLQRKMAERPTAAPRSMTHAKRARQPLSEASNQQPLSGGEEKSCTKPSPSKKRCSDNTEVEVSNLENKQPVESTSAKSCSPSPVSPQVQPQAADTISDSVAVPASLLGMRRGLNSRLEATAASSVKTRMQKLAEQRRRWDNDDMTDDIPESSLFSPMPSEEKAASPPRPLLSNASATPVGRRGRLANLAATICSWEDDVNHSFAKQNSVQEQPGTACLSKFSSASGASARINSSSVKQEATFCSQRDGDASLNKALSSSADDASLVNASISSSVKATSPVKST.... Result: 0 (no interaction). (6) The miRNA is mmu-miR-384-5p with sequence UGUAAACAAUUCCUAGGCAAUGU. The protein sequence of the target gene is MSSGGRFNFDDGGSYCGGWEDGKAHGHGVCTGPKGQGEYTGSWSHGFEVLGVYTWPSGNTYQGTWAQGKRHGIGLESKGKWVYKGEWTHGFKGRYGVRECTGNGAKYEGTWSNGLQDGYGTETYSDGGTYQGQWVGGMRQGYGVRQSVPYGMAAVIRSPLRTSINSLRSEHTNGAALHPDASPAVAGSPAVSRGGFVLVAHSDSEILKSKKKGLFRRSLLSGLKLRKSESKSSLASQRSKQSSFRSEAGMSTVSSTASDIHSTISLGEAEAELAVIEDDIDATTTETYVGEWKNDKRSGF.... Result: 0 (no interaction). (7) The miRNA is hsa-miR-374c-5p with sequence AUAAUACAACCUGCUAAGUGCU. The protein sequence of the target gene is MLPLEKAFASPRSSPAPPDLPTPGSAAGVQQEEPETIPERTPADLEFSRLRFREFVYQEAAGPHQTLARLHELCRQWLMPEARSKEQMLELLVLEQFLGILPDKVRPWVVAQYPESCKKAASLVEGLADVLEEPGMLLGSPAGSSSILSDGVYERHMDPLLLPGELASPSQALGAGEIPAPSETPWLSPDPLFLEQRRVREAKTEEDGPANTEQKLKSFPEDPQHLGEWGHLDPAEENLKSYRKLLLWGYQLSQPDAASRLDTEELRLVERDPQGSSLPEGGRRQESAGCACEEAAPAGV.... Result: 0 (no interaction). (8) The miRNA is hsa-miR-4311 with sequence GAAAGAGAGCUGAGUGUG. The protein sequence of the target gene is MGKPTSSGCDWRRFLRNHWLLLSTVAAVVLGIVLGVVVRGHSELSNLDKFYFAFPGEILMRMLKLVILPLIVSSMITGVAALDSNVSGKIGLRAVVYYFSTTVIAVILGIVLVVSIKPGVTQKVNDINRTGKTPEVSTMDAMLDLIRNMFPENLVQACFQQYKTKREEVKPVGDPGGNATEVSVTTAMTTMSENKTKEYKIVGLYSDGINVLGLIIFCLVFGLVIGKMGEKGQILVDFFNALSDATMKIVQIIMCYMPIGILFLIAGKIIEVEDWEIFRKLGLYMATVLSGLAIHSLIVL.... Result: 0 (no interaction).